This data is from Full USPTO retrosynthesis dataset with 1.9M reactions from patents (1976-2016). The task is: Predict the reactants needed to synthesize the given product. Given the product [Br:13][C:14]1[CH:21]=[CH:20][C:17]([CH2:18][N:11]2[CH2:10][CH2:9][NH:8][CH:7]([C:1]3[CH:2]=[CH:3][CH:4]=[CH:5][CH:6]=3)[CH2:12]2)=[CH:16][CH:15]=1, predict the reactants needed to synthesize it. The reactants are: [C:1]1([CH:7]2[CH2:12][NH:11][CH2:10][CH2:9][NH:8]2)[CH:6]=[CH:5][CH:4]=[CH:3][CH:2]=1.[Br:13][C:14]1[CH:21]=[CH:20][C:17]([CH2:18]Cl)=[CH:16][CH:15]=1.